Dataset: Merck oncology drug combination screen with 23,052 pairs across 39 cell lines. Task: Regression. Given two drug SMILES strings and cell line genomic features, predict the synergy score measuring deviation from expected non-interaction effect. (1) Drug 1: N#Cc1ccc(Cn2cncc2CN2CCN(c3cccc(Cl)c3)C(=O)C2)cc1. Drug 2: COC1=C2CC(C)CC(OC)C(O)C(C)C=C(C)C(OC(N)=O)C(OC)C=CC=C(C)C(=O)NC(=CC1=O)C2=O. Cell line: NCIH520. Synergy scores: synergy=13.5. (2) Drug 1: N#Cc1ccc(Cn2cncc2CN2CCN(c3cccc(Cl)c3)C(=O)C2)cc1. Drug 2: CC1(c2nc3c(C(N)=O)cccc3[nH]2)CCCN1. Cell line: LOVO. Synergy scores: synergy=1.05. (3) Drug 1: Cc1nc(Nc2ncc(C(=O)Nc3c(C)cccc3Cl)s2)cc(N2CCN(CCO)CC2)n1. Drug 2: CCC1(O)C(=O)OCc2c1cc1n(c2=O)Cc2cc3c(CN(C)C)c(O)ccc3nc2-1. Cell line: COLO320DM. Synergy scores: synergy=-1.02.